From a dataset of Forward reaction prediction with 1.9M reactions from USPTO patents (1976-2016). Predict the product of the given reaction. (1) Given the reactants I[C:2]1[C:3](=O)[NH:4][CH:5]=[N:6][C:7]=1[CH3:8].[Br-].[F:11][C:12]([F:23])([F:22])[C:13]1[CH:18]=[CH:17][C:16]([C:19]#[C:20][Zn+])=[CH:15][CH:14]=1.O1CCCC1.O=P(Cl)(Cl)[Cl:31], predict the reaction product. The product is: [Cl:31][C:3]1[C:2]([C:20]#[C:19][C:16]2[CH:17]=[CH:18][C:13]([C:12]([F:23])([F:22])[F:11])=[CH:14][CH:15]=2)=[C:7]([CH3:8])[N:6]=[CH:5][N:4]=1. (2) Given the reactants [Si:1]([O:8][CH2:9][C:10]1[S:14][C:13]([CH:15]=[O:16])=[C:12]([CH2:17][CH3:18])[CH:11]=1)([C:4]([CH3:7])([CH3:6])[CH3:5])([CH3:3])[CH3:2].[BH4-].[Na+].O, predict the reaction product. The product is: [Si:1]([O:8][CH2:9][C:10]1[S:14][C:13]([CH2:15][OH:16])=[C:12]([CH2:17][CH3:18])[CH:11]=1)([C:4]([CH3:7])([CH3:6])[CH3:5])([CH3:2])[CH3:3].